Task: Predict the reactants needed to synthesize the given product.. Dataset: Full USPTO retrosynthesis dataset with 1.9M reactions from patents (1976-2016) Given the product [Cl:14][CH2:1][C:2]1[N:3]=[N:4][C:5]([C:8]2[CH:13]=[CH:12][CH:11]=[CH:10][N:9]=2)=[CH:6][CH:7]=1, predict the reactants needed to synthesize it. The reactants are: [CH3:1][C:2]1[N:3]=[N:4][C:5]([C:8]2[CH:13]=[CH:12][CH:11]=[CH:10][N:9]=2)=[CH:6][CH:7]=1.[Cl:14]N1C(=O)N(Cl)C(=O)N(Cl)C1=O.